From a dataset of Full USPTO retrosynthesis dataset with 1.9M reactions from patents (1976-2016). Predict the reactants needed to synthesize the given product. (1) Given the product [Br:37][C:38]1[CH:39]=[N:40][C:41]([C:25]2[CH:24]=[CH:23][C:22]([CH2:21][C@H:13]([NH:12][C:10]([C:8]3[S:9][C:5]([C:1]([CH3:2])([CH3:3])[CH3:4])=[CH:6][CH:7]=3)=[O:11])[C:14]([O:16][C:17]([CH3:20])([CH3:19])[CH3:18])=[O:15])=[CH:27][CH:26]=2)=[N:42][CH:43]=1, predict the reactants needed to synthesize it. The reactants are: [C:1]([C:5]1[S:9][C:8]([C:10]([NH:12][C@@H:13]([CH2:21][C:22]2[CH:27]=[CH:26][C:25](B3OC(C)(C)C(C)(C)O3)=[CH:24][CH:23]=2)[C:14]([O:16][C:17]([CH3:20])([CH3:19])[CH3:18])=[O:15])=[O:11])=[CH:7][CH:6]=1)([CH3:4])([CH3:3])[CH3:2].[Br:37][C:38]1[CH:39]=[N:40][C:41](I)=[N:42][CH:43]=1.CC#N.C1COCC1. (2) Given the product [CH3:30][C:24]1[CH:25]=[C:26]([CH3:29])[CH:27]=[CH:28][C:23]=1[N:20]1[CH2:19][CH2:18][N:17]([C:15]([C:12]2[CH:13]=[CH:14][C:9]([N:1]3[CH2:6][CH2:5][CH2:4][CH2:3][C:2]3=[O:7])=[CH:10][C:11]=2[S:31]([CH3:34])(=[O:33])=[O:32])=[O:16])[CH2:22][CH2:21]1, predict the reactants needed to synthesize it. The reactants are: [NH:1]1[CH2:6][CH2:5][CH2:4][CH2:3][C:2]1=[O:7].Br[C:9]1[CH:14]=[CH:13][C:12]([C:15]([N:17]2[CH2:22][CH2:21][N:20]([C:23]3[CH:28]=[CH:27][C:26]([CH3:29])=[CH:25][C:24]=3[CH3:30])[CH2:19][CH2:18]2)=[O:16])=[C:11]([S:31]([CH3:34])(=[O:33])=[O:32])[CH:10]=1.